From a dataset of Catalyst prediction with 721,799 reactions and 888 catalyst types from USPTO. Predict which catalyst facilitates the given reaction. (1) Reactant: [F:1][C:2]1([F:21])[CH2:7][CH2:6][N:5]([C:8]2[CH:16]=[CH:15][C:14]([S:17]([CH3:20])(=[O:19])=[O:18])=[CH:13][C:9]=2[C:10](O)=[O:11])[CH2:4][CH2:3]1.Cl.[Cl:23][C:24]1[CH:25]=[C:26]([N:33]2[CH2:38][CH2:37][NH:36][CH2:35][CH2:34]2)[CH:27]=[C:28]([Cl:32])[C:29]=1[O:30][CH3:31].CCN(C(C)C)C(C)C.CN(C(ON1N=NC2C=CC=NC1=2)=[N+](C)C)C.F[P-](F)(F)(F)(F)F. Product: [Cl:23][C:24]1[CH:25]=[C:26]([N:33]2[CH2:38][CH2:37][N:36]([C:10]([C:9]3[CH:13]=[C:14]([S:17]([CH3:20])(=[O:18])=[O:19])[CH:15]=[CH:16][C:8]=3[N:5]3[CH2:6][CH2:7][C:2]([F:21])([F:1])[CH2:3][CH2:4]3)=[O:11])[CH2:35][CH2:34]2)[CH:27]=[C:28]([Cl:32])[C:29]=1[O:30][CH3:31]. The catalyst class is: 3. (2) Reactant: [F:1][C:2]1[CH:7]=[CH:6][C:5]([C:8]2[C:13](/[CH:14]=[CH:15]/[C@@H:16]([OH:24])[CH2:17][C@@H:18]([OH:23])[CH2:19][C:20]([O-:22])=[O:21])=[C:12]([CH:25]([CH3:27])[CH3:26])[N:11]=[C:10]([N:28]([CH3:33])[S:29]([CH3:32])(=[O:31])=[O:30])[N:9]=2)=[CH:4][CH:3]=1.[Na+].[Cl-].[Na+]. Product: [F:1][C:2]1[CH:7]=[CH:6][C:5]([C:8]2[C:13](/[CH:14]=[CH:15]/[C@@H:16]([OH:24])[CH2:17][C@@H:18]([OH:23])[CH2:19][C:20]([O-:22])=[O:21])=[C:12]([CH:25]([CH3:27])[CH3:26])[N:11]=[C:10]([N:28]([CH3:33])[S:29]([CH3:32])(=[O:31])=[O:30])[N:9]=2)=[CH:4][CH:3]=1.[CH2:8]([NH3+:9])[CH3:5]. The catalyst class is: 10. (3) Reactant: C([O:8][CH2:9][C:10]#[C:11][C:12]1[CH:17]=[CH:16][C:15]([C@@H:18]2[CH2:27][CH2:26][C@@:20]3([NH:24][C:23](=[O:25])[O:22][CH2:21]3)[CH2:19]2)=[CH:14][CH:13]=1)C1C=CC=CC=1. Product: [OH:8][CH2:9][CH2:10][CH2:11][C:12]1[CH:13]=[CH:14][C:15]([C@@H:18]2[CH2:27][CH2:26][C@@:20]3([NH:24][C:23](=[O:25])[O:22][CH2:21]3)[CH2:19]2)=[CH:16][CH:17]=1. The catalyst class is: 105. (4) Reactant: [Cl:1][C:2]1[CH:3]=[CH:4][CH:5]=[C:6]2[C:11]=1[C:10](=O)[NH:9][C:8]([C@@H:13]([NH:15][C:16](=[O:32])[O:17][CH2:18][CH:19]1[C:31]3[CH:30]=[CH:29][CH:28]=[CH:27][C:26]=3[C:25]3[C:20]1=[CH:21][CH:22]=[CH:23][CH:24]=3)[CH3:14])=[CH:7]2.CN(C=O)C.S(Cl)([Cl:40])=O. Product: [Cl:40][C:10]1[C:11]2[C:6](=[CH:5][CH:4]=[CH:3][C:2]=2[Cl:1])[CH:7]=[C:8]([C@@H:13]([NH:15][C:16](=[O:32])[O:17][CH2:18][CH:19]2[C:31]3[CH:30]=[CH:29][CH:28]=[CH:27][C:26]=3[C:25]3[C:20]2=[CH:21][CH:22]=[CH:23][CH:24]=3)[CH3:14])[N:9]=1. The catalyst class is: 11. (5) Reactant: [Cl:1][C:2]1[CH:10]=[CH:9][C:8]2[N:7]([CH2:11][C:12]([OH:14])=O)[C:6]3[CH2:15][CH2:16][N:17]([CH3:19])[CH2:18][C:5]=3[C:4]=2[CH:3]=1.C(Cl)(=O)C(Cl)=O.[C:26]([N:29]1[CH2:34][CH2:33][NH:32][CH2:31][CH2:30]1)(=[O:28])[CH3:27]. Product: [C:26]([N:29]1[CH2:34][CH2:33][N:32]([C:12](=[O:14])[CH2:11][N:7]2[C:8]3[CH:9]=[CH:10][C:2]([Cl:1])=[CH:3][C:4]=3[C:5]3[CH2:18][N:17]([CH3:19])[CH2:16][CH2:15][C:6]2=3)[CH2:31][CH2:30]1)(=[O:28])[CH3:27]. The catalyst class is: 4. (6) Reactant: [CH2:1]([O:8][N:9]=[C:10]1[CH2:15][NH:14][C@H:13]([C:16]#[N:17])[CH2:12][CH2:11]1)[C:2]1[CH:7]=[CH:6][CH:5]=[CH:4][CH:3]=1.S(=O)(=O)(O)O.C(O[BH-](OC(=O)C)OC(=O)C)(=O)C.[Na+]. Product: [CH2:1]([O:8][NH:9][CH:10]1[CH2:15][NH:14][C@H:13]([C:16]#[N:17])[CH2:12][CH2:11]1)[C:2]1[CH:7]=[CH:6][CH:5]=[CH:4][CH:3]=1. The catalyst class is: 13. (7) Reactant: Cl[C:2]1[C:11]2[C:6](=[CH:7][C:8]([F:14])=[C:9]([O:12][CH3:13])[CH:10]=2)[N:5]=[CH:4][C:3]=1[C:15]#[N:16].[CH2:17]([NH2:21])[CH2:18][CH2:19][CH3:20]. Product: [CH2:17]([NH:21][C:2]1[C:11]2[C:6](=[CH:7][C:8]([F:14])=[C:9]([O:12][CH3:13])[CH:10]=2)[N:5]=[CH:4][C:3]=1[C:15]#[N:16])[CH2:18][CH2:19][CH3:20]. The catalyst class is: 486. (8) Reactant: [CH3:1][C:2]1[CH:3]=[C:4]2[C:12](=[CH:13][CH:14]=1)[NH:11][C:10]1[CH:9]([NH:15][C@@H:16]([C:18]3[CH:23]=[CH:22][CH:21]=[CH:20][CH:19]=3)[CH3:17])[CH2:8][CH2:7][CH2:6][C:5]2=1.[ClH:24]. Product: [ClH:24].[CH3:1][C:2]1[CH:3]=[C:4]2[C:12](=[CH:13][CH:14]=1)[NH:11][C:10]1[C@H:9]([NH:15][C@@H:16]([C:18]3[CH:19]=[CH:20][CH:21]=[CH:22][CH:23]=3)[CH3:17])[CH2:8][CH2:7][CH2:6][C:5]2=1. The catalyst class is: 5.